Dataset: Full USPTO retrosynthesis dataset with 1.9M reactions from patents (1976-2016). Task: Predict the reactants needed to synthesize the given product. Given the product [NH2:17][CH2:18][CH2:19][C:20]1[C:10]2=[C:11]3[C:6](=[CH:7][CH:8]=[C:9]2[NH:14][CH:21]=1)[C:5](=[O:16])[N:4]([CH2:1][CH2:2][CH3:3])[CH:13]=[CH:12]3.[ClH:26], predict the reactants needed to synthesize it. The reactants are: [CH2:1]([N:4]1[CH:13]=[CH:12][C:11]2[C:6](=[CH:7][CH:8]=[C:9]([NH:14]N)[CH:10]=2)[C:5]1=[O:16])[CH2:2][CH3:3].[NH:17]1C2[C:20](=[CH:21]C=CC=2)[CH:19]=[CH:18]1.[Cl:26]CCCC1OCCO1.